From a dataset of Catalyst prediction with 721,799 reactions and 888 catalyst types from USPTO. Predict which catalyst facilitates the given reaction. (1) Reactant: [OH:1][C:2]1[CH:9]=[C:8]([OH:10])[CH:7]=[CH:6][C:3]=1[CH:4]=[O:5].[CH2:11](Br)[O:12][CH3:13].C(=O)([O-])[O-].[K+].[K+]. Product: [OH:1][C:2]1[CH:9]=[C:8]([O:10][CH2:11][O:12][CH3:13])[CH:7]=[CH:6][C:3]=1[CH:4]=[O:5]. The catalyst class is: 95. (2) Reactant: [CH2:1]([OH:6])[CH:2]([OH:5])[CH2:3][CH3:4].CN(C)C=O.[Si:12](Cl)([C:15]([CH3:18])([CH3:17])[CH3:16])([CH3:14])[CH3:13].N1C=CN=C1. Product: [Si:12]([O:6][CH2:1][CH:2]([OH:5])[CH2:3][CH3:4])([C:15]([CH3:18])([CH3:17])[CH3:16])([CH3:14])[CH3:13]. The catalyst class is: 4. (3) Reactant: [NH2:1][C:2]1[S:3][C:4]([CH2:11][CH3:12])=[CH:5][C:6]=1[C:7]([O:9]C)=O.Cl[C:14](Cl)([O:16]C(=O)OC(Cl)(Cl)Cl)Cl.C(N(CC)CC)C.[NH2:32][CH2:33][CH2:34][NH:35][C:36](=[O:42])[O:37][C:38]([CH3:41])([CH3:40])[CH3:39]. Product: [CH2:11]([C:4]1[S:3][C:2]2[NH:1][C:14](=[O:16])[N:32]([CH2:33][CH2:34][NH:35][C:36](=[O:42])[O:37][C:38]([CH3:39])([CH3:41])[CH3:40])[C:7](=[O:9])[C:6]=2[CH:5]=1)[CH3:12]. The catalyst class is: 2. (4) Reactant: [CH:1]1[CH:6]=[C:5]2[C:7]([NH:9][S:10](=[O:12])(=[O:11])[C:4]2=[CH:3][CH:2]=1)=O.S(Cl)([Cl:15])=O.CN(C)C=O. Product: [Cl:15][C:7]1[C:5]2[CH:6]=[CH:1][CH:2]=[CH:3][C:4]=2[S:10](=[O:12])(=[O:11])[N:9]=1. The catalyst class is: 12. (5) Reactant: [CH3:1][O:2][C:3](=[O:44])[CH:4]([NH:33]C(OCC1C=CC=CC=1)=O)[CH2:5][C:6]1[CH:11]=[CH:10][C:9]([N:12]2[CH2:17][CH2:16][CH:15]([CH2:18][N:19]([C:26]([O:28][C:29]([CH3:32])([CH3:31])[CH3:30])=[O:27])[C:20]3[CH:25]=[CH:24][CH:23]=[CH:22][N:21]=3)[CH2:14][CH2:13]2)=[CH:8][CH:7]=1. Product: [CH3:1][O:2][C:3](=[O:44])[CH:4]([NH2:33])[CH2:5][C:6]1[CH:11]=[CH:10][C:9]([N:12]2[CH2:17][CH2:16][CH:15]([CH2:18][N:19]([C:26]([O:28][C:29]([CH3:30])([CH3:31])[CH3:32])=[O:27])[C:20]3[CH:25]=[CH:24][CH:23]=[CH:22][N:21]=3)[CH2:14][CH2:13]2)=[CH:8][CH:7]=1. The catalyst class is: 19. (6) The catalyst class is: 3. Product: [F:21][C:2]([F:20])([F:1])[C:3]1[CH:4]=[C:5]([S:9]([C:12]2[CH:17]=[CH:16][C:15]([CH2:18][NH:19][C:58]([C@H:54]3[CH2:55][CH2:56][CH2:57][NH:53]3)=[O:59])=[CH:14][CH:13]=2)(=[O:11])=[O:10])[CH:6]=[CH:7][CH:8]=1. Reactant: [F:1][C:2]([F:21])([F:20])[C:3]1[CH:4]=[C:5]([S:9]([C:12]2[CH:17]=[CH:16][C:15]([CH2:18][NH2:19])=[CH:14][CH:13]=2)(=[O:11])=[O:10])[CH:6]=[CH:7][CH:8]=1.CN(C(ON1N=NC2C=CC=NC1=2)=[N+](C)C)C.F[P-](F)(F)(F)(F)F.C(OC([N:53]1[CH2:57][CH2:56][CH2:55][C@@H:54]1[C:58](O)=[O:59])=O)(C)(C)C.